From a dataset of Forward reaction prediction with 1.9M reactions from USPTO patents (1976-2016). Predict the product of the given reaction. (1) Given the reactants Cl[CH2:2][C:3]([NH:5][C:6]1[N:7]=[C:8]2[CH:13]=[CH:12][C:11]([O:14][C:15]3[CH:16]=[C:17]([NH:21][C:22](=[O:33])[C:23]4[CH:28]=[CH:27][CH:26]=[C:25]([C:29]([F:32])([F:31])[F:30])[CH:24]=4)[CH:18]=[CH:19][CH:20]=3)=[N:10][N:9]2[CH:34]=1)=[O:4].[CH3:35][NH2:36].CO, predict the reaction product. The product is: [CH3:35][NH:36][CH2:2][C:3]([NH:5][C:6]1[N:7]=[C:8]2[CH:13]=[CH:12][C:11]([O:14][C:15]3[CH:16]=[C:17]([NH:21][C:22](=[O:33])[C:23]4[CH:28]=[CH:27][CH:26]=[C:25]([C:29]([F:32])([F:31])[F:30])[CH:24]=4)[CH:18]=[CH:19][CH:20]=3)=[N:10][N:9]2[CH:34]=1)=[O:4]. (2) Given the reactants Br[CH2:2][CH2:3][CH2:4][CH2:5][CH2:6][O:7][C:8]1[CH:13]=[CH:12][C:11]([OH:14])=[CH:10][CH:9]=1.[CH2:15]([NH:17][C:18]1[CH:23]=[CH:22][CH:21]=[CH:20][CH:19]=1)C.C(#N)C, predict the reaction product. The product is: [CH3:15][N:17]([C:18]1[CH:23]=[CH:22][CH:21]=[CH:20][CH:19]=1)[CH2:2][CH2:3][CH2:4][CH2:5][CH2:6][O:7][C:8]1[CH:13]=[CH:12][C:11]([OH:14])=[CH:10][CH:9]=1.